Predict the product of the given reaction. From a dataset of Forward reaction prediction with 1.9M reactions from USPTO patents (1976-2016). (1) Given the reactants C[O:2][C:3]([C:5]1[C:9]2[C:10]([CH3:15])=[CH:11][C:12]([CH3:14])=[CH:13][C:8]=2[S:7][N:6]=1)=O.[H-].[Al+3].[Li+].[H-].[H-].[H-].C([O-])(O)=O.[Na+], predict the reaction product. The product is: [CH3:15][C:10]1[C:9]2[C:5]([CH2:3][OH:2])=[N:6][S:7][C:8]=2[CH:13]=[C:12]([CH3:14])[CH:11]=1. (2) Given the reactants [Cl:1][C:2]1[C:3]([N:13]2[CH2:18][CH2:17][NH:16][CH2:15][CH2:14]2)=[N:4][CH:5]=[C:6]([CH:12]=1)[C:7]([O:9][CH2:10][CH3:11])=[O:8].[F:19][C:20]1[CH:25]=[C:24]([C:26]([F:29])([F:28])[F:27])[CH:23]=[C:22]([N:30]=[C:31]=[O:32])[CH:21]=1, predict the reaction product. The product is: [Cl:1][C:2]1[C:3]([N:13]2[CH2:18][CH2:17][N:16]([C:31]([NH:30][C:22]3[CH:23]=[C:24]([C:26]([F:27])([F:29])[F:28])[CH:25]=[C:20]([F:19])[CH:21]=3)=[O:32])[CH2:15][CH2:14]2)=[N:4][CH:5]=[C:6]([CH:12]=1)[C:7]([O:9][CH2:10][CH3:11])=[O:8]. (3) The product is: [Cl:19][C:14]1[CH:15]=[CH:16][CH:17]=[CH:18][C:13]=1[S:10]([C@H:8]1[CH2:7][N:6]([C:20]2[N:24]([CH2:25][CH2:26][N:27]3[CH2:32][CH2:31][O:30][CH2:29][CH2:28]3)[N:23]=[C:22]([CH3:33])[CH:21]=2)[C@H:5]([C:3]([OH:4])=[O:2])[CH2:9]1)(=[O:11])=[O:12]. Given the reactants C[O:2][C:3]([C@@H:5]1[CH2:9][C@@H:8]([S:10]([C:13]2[CH:18]=[CH:17][CH:16]=[CH:15][C:14]=2[Cl:19])(=[O:12])=[O:11])[CH2:7][N:6]1[C:20]1[N:24]([CH2:25][CH2:26][N:27]2[CH2:32][CH2:31][O:30][CH2:29][CH2:28]2)[N:23]=[C:22]([CH3:33])[CH:21]=1)=[O:4].[OH-].[Li+], predict the reaction product.